Task: Regression. Given two drug SMILES strings and cell line genomic features, predict the synergy score measuring deviation from expected non-interaction effect.. Dataset: NCI-60 drug combinations with 297,098 pairs across 59 cell lines (1) Drug 1: CC(CN1CC(=O)NC(=O)C1)N2CC(=O)NC(=O)C2. Drug 2: CC1OCC2C(O1)C(C(C(O2)OC3C4COC(=O)C4C(C5=CC6=C(C=C35)OCO6)C7=CC(=C(C(=C7)OC)O)OC)O)O. Cell line: SN12C. Synergy scores: CSS=52.2, Synergy_ZIP=3.03, Synergy_Bliss=6.36, Synergy_Loewe=7.80, Synergy_HSA=11.1. (2) Drug 1: CC1=CC=C(C=C1)C2=CC(=NN2C3=CC=C(C=C3)S(=O)(=O)N)C(F)(F)F. Drug 2: C1=NNC2=C1C(=O)NC=N2. Cell line: OVCAR-8. Synergy scores: CSS=-4.91, Synergy_ZIP=5.27, Synergy_Bliss=6.72, Synergy_Loewe=-3.72, Synergy_HSA=-2.15. (3) Drug 1: C1=C(C(=O)NC(=O)N1)N(CCCl)CCCl. Drug 2: CCN(CC)CCCC(C)NC1=C2C=C(C=CC2=NC3=C1C=CC(=C3)Cl)OC. Cell line: NCI-H522. Synergy scores: CSS=25.1, Synergy_ZIP=3.42, Synergy_Bliss=5.78, Synergy_Loewe=8.04, Synergy_HSA=8.97.